From a dataset of Full USPTO retrosynthesis dataset with 1.9M reactions from patents (1976-2016). Predict the reactants needed to synthesize the given product. (1) Given the product [C:1]1([C:7]2[C:11]([C:12]([F:15])([F:14])[F:13])=[C:10]([C:16]3[O:17][N:22]=[C:21]([C:23]4[CH:24]=[CH:25][C:26]([CH2:27][N:28]5[CH2:29][CH:30]([C:32]([O:34][C:35]([CH3:36])([CH3:38])[CH3:37])=[O:33])[CH2:31]5)=[CH:39][CH:40]=4)[N:20]=3)[O:9][N:8]=2)[CH:6]=[CH:5][CH:4]=[CH:3][CH:2]=1, predict the reactants needed to synthesize it. The reactants are: [C:1]1([C:7]2[C:11]([C:12]([F:15])([F:14])[F:13])=[C:10]([C:16](F)=[O:17])[O:9][N:8]=2)[CH:6]=[CH:5][CH:4]=[CH:3][CH:2]=1.O/[N:20]=[C:21](/[C:23]1[CH:40]=[CH:39][C:26]([CH2:27][N:28]2[CH2:31][CH:30]([C:32]([O:34][C:35]([CH3:38])([CH3:37])[CH3:36])=[O:33])[CH2:29]2)=[CH:25][CH:24]=1)\[NH2:22].CCN(C(C)C)C(C)C. (2) Given the product [CH3:1][C:2]1[C:3]([NH:22][C:23]2[CH:33]=[CH:32][CH:31]=[CH:30][C:24]=2[C:25]([N:34]2[CH2:38][CH2:37][C@H:36]([OH:39])[CH2:35]2)=[O:26])=[N:4][C:5]([NH:8][C:9]2[CH:14]=[CH:13][CH:12]=[C:11]([N:15]3[CH2:16][CH2:17][N:18]([CH3:21])[CH2:19][CH2:20]3)[CH:10]=2)=[N:6][CH:7]=1, predict the reactants needed to synthesize it. The reactants are: [CH3:1][C:2]1[C:3]([NH:22][C:23]2[CH:33]=[CH:32][CH:31]=[CH:30][C:24]=2[C:25](OCC)=[O:26])=[N:4][C:5]([NH:8][C:9]2[CH:14]=[CH:13][CH:12]=[C:11]([N:15]3[CH2:20][CH2:19][N:18]([CH3:21])[CH2:17][CH2:16]3)[CH:10]=2)=[N:6][CH:7]=1.[NH:34]1[CH2:38][CH2:37][C@H:36]([OH:39])[CH2:35]1. (3) Given the product [F:1][C:2]1[CH:3]=[N:4][C:5]2[C:10]([C:11]=1[CH2:12][CH2:13][N:14]1[CH2:15][CH2:16][CH:17]([NH2:20])[CH2:18][CH2:19]1)=[CH:9][C:8]([F:28])=[CH:7][CH:6]=2, predict the reactants needed to synthesize it. The reactants are: [F:1][C:2]1[CH:3]=[N:4][C:5]2[C:10]([C:11]=1[CH2:12][CH2:13][N:14]1[CH2:19][CH2:18][CH:17]([NH:20]C(=O)OC(C)(C)C)[CH2:16][CH2:15]1)=[CH:9][C:8]([F:28])=[CH:7][CH:6]=2.FC(F)(F)C(O)=O. (4) Given the product [Cl:1][C:2]1[C:3]([C:12]2([CH2:15][OH:16])[CH2:14][CH2:13]2)=[N:4][CH:5]=[C:6]([C:8]([F:11])([F:9])[F:10])[CH:7]=1, predict the reactants needed to synthesize it. The reactants are: [Cl:1][C:2]1[C:3]([C:12]2([C:15](OC)=[O:16])[CH2:14][CH2:13]2)=[N:4][CH:5]=[C:6]([C:8]([F:11])([F:10])[F:9])[CH:7]=1.[H-].C([Al+]C(C)C)(C)C.[Cl-].[NH4+].Cl. (5) Given the product [Cl:11][C:9]1[N:10]=[C:3]2[CH:2]=[CH:7][CH:6]=[C:5]([C:15]3[CH:16]=[CH:17][C:18]([C:20]([F:23])([F:22])[F:21])=[CH:19][C:14]=3[O:13][CH3:12])[N:4]2[N:8]=1, predict the reactants needed to synthesize it. The reactants are: Br[C:2]1[C:3]2[N:4]([N:8]=[C:9]([Cl:11])[N:10]=2)[CH:5]=[CH:6][CH:7]=1.[CH3:12][O:13][C:14]1[CH:19]=[C:18]([C:20]([F:23])([F:22])[F:21])[CH:17]=[CH:16][C:15]=1B(O)O. (6) Given the product [C:6]1(=[O:11])[C:7]2[C:3](=[CH:2][CH:10]=[CH:9][CH:8]=2)[CH2:4][NH:5]1, predict the reactants needed to synthesize it. The reactants are: O[C:2]1[CH:10]=[CH:9][CH:8]=[C:7]2[C:3]=1[CH2:4][NH:5][C:6]2=[O:11].BrCC(OC)=O. (7) Given the product [Si:1]([O:19][CH2:15][C:16]#[C:17][CH2:18][OH:28])([C:4]([CH3:7])([CH3:6])[CH3:5])([CH3:3])[CH3:2], predict the reactants needed to synthesize it. The reactants are: [Si:1](Cl)([C:4]([CH3:7])([CH3:6])[CH3:5])([CH3:3])[CH3:2].CCCCCC.[CH2:15]([OH:19])[C:16]#[C:17][CH3:18].N1C=CN=C1.CN(C)C=[O:28].